The task is: Regression. Given a peptide amino acid sequence and an MHC pseudo amino acid sequence, predict their binding affinity value. This is MHC class I binding data.. This data is from Peptide-MHC class I binding affinity with 185,985 pairs from IEDB/IMGT. (1) The peptide sequence is AMHYIRHRA. The MHC is HLA-B40:01 with pseudo-sequence HLA-B40:01. The binding affinity (normalized) is 0.0847. (2) The peptide sequence is VGKTSQVPK. The MHC is HLA-A11:01 with pseudo-sequence HLA-A11:01. The binding affinity (normalized) is 0.321. (3) The peptide sequence is RAVEPGTVL. The MHC is HLA-A01:01 with pseudo-sequence HLA-A01:01. The binding affinity (normalized) is 0.0847. (4) The peptide sequence is MLIPTVMAF. The MHC is HLA-B15:01 with pseudo-sequence HLA-B15:01. The binding affinity (normalized) is 0.889. (5) The peptide sequence is RSLQTIASK. The MHC is HLA-A68:01 with pseudo-sequence HLA-A68:01. The binding affinity (normalized) is 0.517. (6) The peptide sequence is TQDLFLPFY. The MHC is HLA-A03:01 with pseudo-sequence HLA-A03:01. The binding affinity (normalized) is 0.0847. (7) The binding affinity (normalized) is 0. The MHC is HLA-B27:05 with pseudo-sequence HLA-B27:05. The peptide sequence is IYQEPFKNLK. (8) The peptide sequence is VVLGVVFGI. The MHC is HLA-A02:01 with pseudo-sequence HLA-A02:01. The binding affinity (normalized) is 0.755. (9) The peptide sequence is LEFNSSLAI. The MHC is HLA-A02:19 with pseudo-sequence HLA-A02:19. The binding affinity (normalized) is 0.0847. (10) The peptide sequence is SGPSNTYPEI. The MHC is HLA-B35:03 with pseudo-sequence HLA-B35:03. The binding affinity (normalized) is 0.